Dataset: Forward reaction prediction with 1.9M reactions from USPTO patents (1976-2016). Task: Predict the product of the given reaction. Given the reactants [C:1]([O:4][C@@H:5]1[C@@H:9]([CH2:10][O:11][C:12](=[O:14])[CH3:13])[O:8][C@@H:7]([N:15]2[CH:23]=[N:22][C:21]3[C:16]2=[N:17][C:18]([N+:25]([O-:27])=[O:26])=[N:19][C:20]=3Cl)[C@@H:6]1[O:28][C:29](=[O:31])[CH3:30])(=[O:3])[CH3:2].CCN(C(C)C)C(C)C.[CH2:41]([NH2:49])[CH2:42][C:43]1[CH:48]=[CH:47][CH:46]=[CH:45][CH:44]=1, predict the reaction product. The product is: [C:29]([O:28][C@H:6]1[C@H:7]([N:15]2[CH:23]=[N:22][C:21]3[C:16]2=[N:17][C:18]([N+:25]([O-:27])=[O:26])=[N:19][C:20]=3[NH:49][CH2:41][CH2:42][C:43]2[CH:48]=[CH:47][CH:46]=[CH:45][CH:44]=2)[O:8][C@H:9]([CH2:10][O:11][C:12](=[O:14])[CH3:13])[C@H:5]1[O:4][C:1](=[O:3])[CH3:2])(=[O:31])[CH3:30].